From a dataset of Forward reaction prediction with 1.9M reactions from USPTO patents (1976-2016). Predict the product of the given reaction. (1) Given the reactants [CH3:1][C:2](=[CH2:14])[C:3]#[C:4][CH2:5][O:6][SiH:7]([CH:11]([CH3:13])[CH3:12])[CH:8]([CH3:10])[CH3:9].CC([O-])(C)C.[K+], predict the reaction product. The product is: [CH:8]([Si:7]1([CH:11]([CH3:13])[CH3:12])[C:3]([C:2]([CH3:1])=[CH2:14])=[CH:4][CH2:5][O:6]1)([CH3:10])[CH3:9]. (2) Given the reactants [NH2:1][C@H:2]([CH2:13][OH:14])[C:3]([NH:5][CH2:6][C:7]1[CH:12]=[CH:11][CH:10]=[CH:9][CH:8]=1)=[O:4].[C:15](OC(=O)C)(=[O:17])[CH3:16].C1(C)C=CC=CC=1, predict the reaction product. The product is: [C:15]([NH:1][C@H:2]([CH2:13][OH:14])[C:3]([NH:5][CH2:6][C:7]1[CH:12]=[CH:11][CH:10]=[CH:9][CH:8]=1)=[O:4])(=[O:17])[CH3:16]. (3) Given the reactants Cl[C:2](Cl)(Cl)[C:3](=N)[O:4][CH2:5][C:6]1[CH:11]=[CH:10][CH:9]=[CH:8][CH:7]=1.OCC[CH2:18][C:19](=[O:21])[CH3:20].FC(F)(F)S(O)(=O)=O.C(=O)(O)[O-].[Na+], predict the reaction product. The product is: [CH2:5]([O:4][CH2:3][CH2:2][CH2:18][C:19](=[O:21])[CH3:20])[C:6]1[CH:11]=[CH:10][CH:9]=[CH:8][CH:7]=1. (4) Given the reactants [N+:1]([C:4]1[CH:10]=[CH:9][C:7]([NH2:8])=[CH:6][CH:5]=1)([O-:3])=[O:2].[CH2:11]([O:13][C:14](=[O:28])[CH:15]([CH2:19][C:20](=O)[C:21]1[CH:26]=[CH:25][CH:24]=[CH:23][CH:22]=1)[C:16](=O)[CH3:17])[CH3:12].CC1C=CC(S(O)(=O)=O)=CC=1, predict the reaction product. The product is: [CH2:11]([O:13][C:14]([C:15]1[CH:19]=[C:20]([C:21]2[CH:22]=[CH:23][CH:24]=[CH:25][CH:26]=2)[N:8]([C:7]2[CH:9]=[CH:10][C:4]([N+:1]([O-:3])=[O:2])=[CH:5][CH:6]=2)[C:16]=1[CH3:17])=[O:28])[CH3:12]. (5) Given the reactants [H-].[Na+].[Br:3][C:4]1[CH:5]=[N:6][C:7]([N:10]2[CH2:14][CH2:13][NH:12][C:11]2=[O:15])=[N:8][CH:9]=1.[CH3:16]I, predict the reaction product. The product is: [Br:3][C:4]1[CH:5]=[N:6][C:7]([N:10]2[CH2:14][CH2:13][N:12]([CH3:16])[C:11]2=[O:15])=[N:8][CH:9]=1.